Dataset: Reaction yield outcomes from USPTO patents with 853,638 reactions. Task: Predict the reaction yield, written as a fraction of the theoretical maximum amount of product (1.0 means a 100% yield; for example, 0.34 means a 34% yield). (1) The reactants are [C:1]([O:5][C:6](=[O:28])[NH:7][C@H:8]([C:16](=[O:27])[NH:17][C@H:18]1[CH2:24][CH2:23][C@@H:22]([CH3:25])[NH:21][CH2:20][C@@H:19]1[OH:26])[CH2:9][CH:10]1[CH2:15][CH2:14][CH2:13][CH2:12][CH2:11]1)([CH3:4])([CH3:3])[CH3:2].[CH:29](=O)[CH2:30][CH3:31].[BH4-].[Na+]. The catalyst is C(Cl)Cl. The product is [C:1]([O:5][C:6](=[O:28])[NH:7][C@H:8]([C:16](=[O:27])[NH:17][C@H:18]1[CH2:24][CH2:23][C@@H:22]([CH3:25])[N:21]([CH2:29][CH2:30][CH3:31])[CH2:20][C@@H:19]1[OH:26])[CH2:9][CH:10]1[CH2:11][CH2:12][CH2:13][CH2:14][CH2:15]1)([CH3:2])([CH3:3])[CH3:4]. The yield is 0.840. (2) The reactants are Br[C:2]1[CH:11]=[CH:10][C:9]2[C:4](=[CH:5][CH:6]=[CH:7][CH:8]=2)[CH:3]=1.C([Li])CCC.[CH:17]1[C:26]2[C:21](=[CH:22][CH:23]=[CH:24][CH:25]=2)[CH:20]=[CH:19][C:18]=1[C:27]1[CH:40]=[CH:39][C:38]2[C:37](=O)[C:36]3[C:31](=[CH:32][CH:33]=[CH:34][CH:35]=3)[CH2:30][C:29]=2[CH:28]=1.Cl. The catalyst is C1COCC1.CCCCCC. The product is [CH:17]1[C:26]2[C:21](=[CH:22][CH:23]=[CH:24][CH:25]=2)[CH:20]=[CH:19][C:18]=1[C:27]1[CH:40]=[CH:39][C:38]2[C:29](=[CH:30][C:31]3[C:36]([C:37]=2[C:2]2[CH:11]=[CH:10][C:9]4[C:4](=[CH:5][CH:6]=[CH:7][CH:8]=4)[CH:3]=2)=[CH:35][CH:34]=[CH:33][CH:32]=3)[CH:28]=1. The yield is 0.320. (3) The reactants are Br[C:2]1[CH:7]=[C:6]([CH3:8])[C:5]([CH:9]([S:18][C:19]2[CH:24]=[CH:23][C:22]([Cl:25])=[C:21]([CH3:26])[CH:20]=2)[C:10]2[CH:15]=[C:14]([F:16])[CH:13]=[CH:12][C:11]=2[F:17])=[CH:4][N:3]=1.C([Li])CCC.CN(C)[CH:34]=[O:35].O. The catalyst is C1(C)C=CC=CC=1. The product is [Cl:25][C:22]1[CH:23]=[CH:24][C:19]([S:18][CH:9]([C:10]2[CH:15]=[C:14]([F:16])[CH:13]=[CH:12][C:11]=2[F:17])[C:5]2[C:6]([CH3:8])=[CH:7][C:2]([CH:34]=[O:35])=[N:3][CH:4]=2)=[CH:20][C:21]=1[CH3:26]. The yield is 0.400. (4) The reactants are [NH2:1][C:2]1[CH:3]=[C:4]([C:8]2[CH:13]=[CH:12][C:11]([CH:14]([N:22]([CH3:39])[C:23](=[O:38])[CH2:24][N:25]3[C:30]4[CH:31]=[C:32]([Cl:36])[C:33]([Cl:35])=[CH:34][C:29]=4[O:28][CH2:27][C:26]3=[O:37])[CH2:15][N:16]3[CH2:21][CH2:20][O:19][CH2:18][CH2:17]3)=[CH:10][CH:9]=2)[CH:5]=[CH:6][CH:7]=1.[C:40](Cl)(=[O:43])[CH2:41][CH3:42].C(N(CC)CC)C. The catalyst is ClCCl. The product is [Cl:36][C:32]1[C:33]([Cl:35])=[CH:34][C:29]2[O:28][CH2:27][C:26](=[O:37])[N:25]([CH2:24][C:23]([N:22]([CH3:39])[CH:14]([C:11]3[CH:12]=[CH:13][C:8]([C:4]4[CH:5]=[CH:6][CH:7]=[C:2]([NH:1][C:40](=[O:43])[CH2:41][CH3:42])[CH:3]=4)=[CH:9][CH:10]=3)[CH2:15][N:16]3[CH2:17][CH2:18][O:19][CH2:20][CH2:21]3)=[O:38])[C:30]=2[CH:31]=1. The yield is 0.560. (5) The yield is 0.532. The catalyst is C1COCC1. The product is [OH:17][CH2:16][CH2:15][O:1][C:2]1[CH:12]=[CH:11][C:5]([C:6]([O:8][CH2:9][CH3:10])=[O:7])=[CH:4][C:3]=1[O:13][CH3:14]. The reactants are [OH:1][C:2]1[CH:12]=[CH:11][C:5]([C:6]([O:8][CH2:9][CH3:10])=[O:7])=[CH:4][C:3]=1[O:13][CH3:14].[CH2:15](O)[CH2:16][OH:17].C1(P(C2C=CC=CC=2)C2C=CC=CC=2)C=CC=CC=1.CCOC(/N=N/C(OCC)=O)=O.